This data is from Catalyst prediction with 721,799 reactions and 888 catalyst types from USPTO. The task is: Predict which catalyst facilitates the given reaction. (1) Reactant: [F:1][C:2]1[CH:3]=[C:4]([N:8]([CH3:18])[C:9]2[CH:17]=[CH:16][C:12]([C:13]([OH:15])=O)=[CH:11][CH:10]=2)[CH:5]=[CH:6][CH:7]=1.Cl.[Cl:20][C:21]1[CH:22]=[C:23]2[C:27](=[CH:28][CH:29]=1)[NH:26][CH:25]=[C:24]2[CH2:30][CH2:31][NH2:32].CN(C(ON1N=NC2C=CC=NC1=2)=[N+](C)C)C.F[P-](F)(F)(F)(F)F.C(N(CC)C(C)C)(C)C. Product: [Cl:20][C:21]1[CH:22]=[C:23]2[C:27](=[CH:28][CH:29]=1)[NH:26][CH:25]=[C:24]2[CH2:30][CH2:31][NH:32][C:13](=[O:15])[C:12]1[CH:11]=[CH:10][C:9]([N:8]([C:4]2[CH:5]=[CH:6][CH:7]=[C:2]([F:1])[CH:3]=2)[CH3:18])=[CH:17][CH:16]=1. The catalyst class is: 3. (2) Reactant: [H-].[Na+].[CH3:3][CH2:4][O:5][C:6]([CH:8](P(OCC)(OCC)=O)[F:9])=[O:7].[CH3:18][Si:19]([CH3:50])([CH3:49])[CH2:20][CH2:21][O:22][CH2:23][N:24]([CH2:41][O:42][CH2:43][CH2:44][Si:45]([CH3:48])([CH3:47])[CH3:46])[C:25]1[N:30]2[N:31]=[CH:32][CH:33]=[C:29]2[N:28]=[C:27]([CH:34]2[CH2:39][CH2:38][C:37](=O)[CH2:36][CH2:35]2)[CH:26]=1. Product: [CH3:46][Si:45]([CH3:48])([CH3:47])[CH2:44][CH2:43][O:42][CH2:41][N:24]([CH2:23][O:22][CH2:21][CH2:20][Si:19]([CH3:50])([CH3:49])[CH3:18])[C:25]1[N:30]2[N:31]=[CH:32][CH:33]=[C:29]2[N:28]=[C:27]([CH:34]2[CH2:39][CH2:38][C:37](=[C:8]([F:9])[C:6]([O:5][CH2:4][CH3:3])=[O:7])[CH2:36][CH2:35]2)[CH:26]=1. The catalyst class is: 76. (3) Reactant: [C:1]([C:3]1[CH:18]=[CH:17][C:6]([CH:7]=[C:8]([C:14](=O)[CH3:15])[C:9]([O:11][CH2:12][CH3:13])=[O:10])=[C:5]([O:19][CH3:20])[CH:4]=1)#[N:2].[CH3:21][S:22][C:23]1[N:28]=[C:27]([NH2:29])[CH:26]=[C:25]([NH2:30])[N:24]=1. Product: [NH2:29][C:27]1[C:26]2[CH:7]([C:6]3[CH:17]=[CH:18][C:3]([C:1]#[N:2])=[CH:4][C:5]=3[O:19][CH3:20])[C:8]([C:9]([O:11][CH2:12][CH3:13])=[O:10])=[C:14]([CH3:15])[NH:30][C:25]=2[N:24]=[C:23]([S:22][CH3:21])[N:28]=1. The catalyst class is: 32. (4) Reactant: [C:1](#[N:3])[CH3:2].C(=O)=O.CC(O)C.[Li]CCCC.CN(/[CH:19]=[N:20]/[C:21]1[CH:30]=[CH:29][C:28]([O:31][CH3:32])=[CH:27][C:22]=1[C:23]([O:25]C)=O)C. Product: [OH:25][C:23]1[C:22]2[C:21](=[CH:30][CH:29]=[C:28]([O:31][CH3:32])[CH:27]=2)[N:20]=[CH:19][C:2]=1[C:1]#[N:3]. The catalyst class is: 559. (5) Reactant: [N:1]1[CH:6]=[CH:5][N:4]=[CH:3][C:2]=1[C:7]1[CH:12]=[CH:11][N:10]=[C:9]([NH:13][CH2:14][C:15]2[CH:23]=[CH:22][C:18]([C:19]([OH:21])=O)=[CH:17][CH:16]=2)[N:8]=1.[C:24]1([NH2:31])[CH:29]=[CH:28][CH:27]=[CH:26][C:25]=1[NH2:30].CCN(CC)CC.C1C=CC2N(O)N=NC=2C=1.O.CCN=C=NCCCN(C)C.Cl.Cl. Product: [NH2:30][C:25]1[CH:26]=[CH:27][CH:28]=[CH:29][C:24]=1[NH:31][C:19](=[O:21])[C:18]1[CH:17]=[CH:16][C:15]([CH2:14][NH:13][C:9]2[N:8]=[C:7]([C:2]3[CH:3]=[N:4][CH:5]=[CH:6][N:1]=3)[CH:12]=[CH:11][N:10]=2)=[CH:23][CH:22]=1. The catalyst class is: 10. (6) Reactant: Cl[C:2]1[CH:7]=[CH:6][C:5]([N+:8]([O-:10])=[O:9])=[CH:4][N:3]=1.[C:11]([C:13]([C:16]1[CH:17]=[C:18]([CH:30]=[CH:31][CH:32]=1)[C:19]([NH:21][C:22]1[CH:27]=[C:26]([OH:28])[CH:25]=[CH:24][C:23]=1[CH3:29])=[O:20])([CH3:15])[CH3:14])#[N:12].C(=O)([O-])[O-].[K+].[K+]. Product: [C:11]([C:13]([C:16]1[CH:17]=[C:18]([CH:30]=[CH:31][CH:32]=1)[C:19]([NH:21][C:22]1[CH:27]=[C:26]([O:28][C:2]2[CH:7]=[CH:6][C:5]([N+:8]([O-:10])=[O:9])=[CH:4][N:3]=2)[CH:25]=[CH:24][C:23]=1[CH3:29])=[O:20])([CH3:15])[CH3:14])#[N:12]. The catalyst class is: 9. (7) Reactant: [CH3:1][O:2][C:3](=[O:13])[CH:4]=[CH:5][C:6]1[CH:11]=[CH:10][C:9]([OH:12])=[CH:8][CH:7]=1.NC1C=C(C=C(N)C=1)C(OCCCCCCOC(=O)/C=C/C1C=CC(OC(=O)C2C=CC(OCCOC)=CC=2)=CC=1)=O.[Br:56][CH:57](O)[CH2:58][CH3:59].C1(P(C2C=CC=CC=2)C2C=CC=CC=2)C=CC=CC=1.CC(OC(/N=N/C(OC(C)C)=O)=O)C. The catalyst class is: 1. Product: [Br:56][CH2:57][CH2:58][CH2:59][O:12][C:9]1[CH:10]=[CH:11][C:6](/[CH:5]=[CH:4]/[C:3]([O:2][CH3:1])=[O:13])=[CH:7][CH:8]=1. (8) Reactant: [N:1]1(C(N2C=CN=C2)N)C=CN=[CH:2]1.[CH3:13][O:14][C:15](=[O:24])[C:16]1[CH:21]=[CH:20][CH:19]=[C:18]([OH:22])[C:17]=1[NH2:23]. Product: [NH2:1][C:2]1[O:22][C:18]2[C:17](=[C:16]([C:15]([O:14][CH3:13])=[O:24])[CH:21]=[CH:20][CH:19]=2)[N:23]=1. The catalyst class is: 49. (9) Reactant: [O:1]([CH2:8][C:9]1[CH:16]=[CH:15][C:12]([CH:13]=O)=[CH:11][CH:10]=1)[C:2]1[CH:7]=[CH:6][CH:5]=[CH:4][CH:3]=1.[CH3:17][C:18]1[CH:23]=[C:22]([NH2:24])[N:21]=[C:20]([NH2:25])[C:19]=1[N+:26]([O-])=O.[O-]S(S([O-])=O)=O.[Na+].[Na+].N. Product: [CH3:17][C:18]1[CH:23]=[C:22]([NH2:24])[N:21]=[C:20]2[NH:25][C:13]([C:12]3[CH:15]=[CH:16][C:9]([CH2:8][O:1][C:2]4[CH:7]=[CH:6][CH:5]=[CH:4][CH:3]=4)=[CH:10][CH:11]=3)=[N:26][C:19]=12. The catalyst class is: 14. (10) Reactant: [CH2:1]([NH:8][C:9]1[C:10]2[S:18][CH:17]=[C:16]([C:19]#[CH:20])[C:11]=2[N:12]=[C:13](Cl)[N:14]=1)[C:2]1[CH:7]=[CH:6][CH:5]=[CH:4][CH:3]=1.[NH2:21][CH2:22][C@@H:23]([OH:25])[CH3:24].C(OCC)(=O)C. Product: [CH2:1]([NH:8][C:9]1[C:10]2[S:18][CH:17]=[C:16]([C:19]#[CH:20])[C:11]=2[N:12]=[C:13]([NH:21][CH2:22][C@@H:23]([OH:25])[CH3:24])[N:14]=1)[C:2]1[CH:7]=[CH:6][CH:5]=[CH:4][CH:3]=1. The catalyst class is: 12.